This data is from Forward reaction prediction with 1.9M reactions from USPTO patents (1976-2016). The task is: Predict the product of the given reaction. (1) Given the reactants C([Li])CCC.O1CCCC1.Br[C:12]1[CH:17]=[CH:16][C:15]([C:18]2[NH:19][C:20](=[O:34])[C:21]3[N:26]([CH:27]4[CH2:32][CH2:31][CH2:30][CH2:29][CH2:28]4)[N:25]=[C:24]([CH3:33])[C:22]=3[N:23]=2)=[C:14]([O:35][CH3:36])[CH:13]=1.[CH3:37][N:38]1[CH2:43][CH2:42][C:41](=[O:44])[CH2:40][CH2:39]1, predict the reaction product. The product is: [CH:27]1([N:26]2[C:21]3[C:20](=[O:34])[NH:19][C:18]([C:15]4[CH:16]=[CH:17][C:12]([C:41]5([OH:44])[CH2:42][CH2:43][N:38]([CH3:37])[CH2:39][CH2:40]5)=[CH:13][C:14]=4[O:35][CH3:36])=[N:23][C:22]=3[C:24]([CH3:33])=[N:25]2)[CH2:32][CH2:31][CH2:30][CH2:29][CH2:28]1. (2) Given the reactants NC1C=C[C:5]([C:8]2[NH:9][C:10](=O)[C:11]3OC4C=CC(Br)=C[C:14]=4[C:12]=3N=2)=C(Cl)C=1.[NH2:24][C:25]1[CH:30]=[CH:29][C:28]([C:31]2[NH:32][C:33](=[O:45])[C:34]3[O:39][C:38]4[CH:40]=[CH:41][C:42]([Br:44])=[CH:43][C:37]=4[C:35]=3[N:36]=2)=[C:27]([CH3:46])[CH:26]=1, predict the reaction product. The product is: [Br:44][C:42]1[CH:41]=[CH:40][C:38]2[O:39][C:34]3[C:33](=[O:45])[NH:32][C:31]([C:28]4[CH:29]=[CH:30][C:25]([NH:24][CH2:14][CH:12]5[CH2:5][CH2:8][NH:9][CH2:10][CH2:11]5)=[CH:26][C:27]=4[CH3:46])=[N:36][C:35]=3[C:37]=2[CH:43]=1.